Dataset: Forward reaction prediction with 1.9M reactions from USPTO patents (1976-2016). Task: Predict the product of the given reaction. (1) Given the reactants [NH2:1][C:2]1[C:3]([CH3:22])=[C:4]([C:17]([CH3:21])=[CH:18][C:19]=1[CH3:20])[NH:5][CH2:6][C:7]([N:9]([CH3:16])[CH:10]1[CH2:15][CH2:14][NH:13][CH2:12][CH2:11]1)=[O:8].[C:23](Cl)(=[O:30])[C:24]1[CH:29]=[CH:28][CH:27]=[CH:26][CH:25]=1.C(N(CC)CC)C, predict the reaction product. The product is: [NH2:1][C:2]1[C:3]([CH3:22])=[C:4]([C:17]([CH3:21])=[CH:18][C:19]=1[CH3:20])[NH:5][CH2:6][C:7]([N:9]([CH:10]1[CH2:15][CH2:14][N:13]([C:23](=[O:30])[C:24]2[CH:29]=[CH:28][CH:27]=[CH:26][CH:25]=2)[CH2:12][CH2:11]1)[CH3:16])=[O:8]. (2) Given the reactants [CH3:1][C:2]1([CH3:21])[CH2:8][CH2:7][CH2:6][N:5]([C:9]([C:11]2[CH:15]=[C:14]([C:16]3[CH:17]=[N:18][NH:19][CH:20]=3)[S:13][CH:12]=2)=[O:10])[CH2:4][CH2:3]1.[CH3:22][CH2:23][N:24]([CH:28](C)C)C(C)C.CN.CN(C([O:40]N1N=NC2C=CC=NC1=2)=[N+](C)C)C.F[P-](F)(F)(F)(F)F, predict the reaction product. The product is: [CH3:1][C:2]1([CH3:21])[CH2:8][CH2:7][CH2:6][N:5]([C:9]([C:11]2[CH:15]=[C:14]([C:16]3[CH:17]=[N:18][N:19]([CH2:22][C:23]([NH:24][CH3:28])=[O:40])[CH:20]=3)[S:13][CH:12]=2)=[O:10])[CH2:4][CH2:3]1.